Dataset: Peptide-MHC class II binding affinity with 134,281 pairs from IEDB. Task: Regression. Given a peptide amino acid sequence and an MHC pseudo amino acid sequence, predict their binding affinity value. This is MHC class II binding data. (1) The peptide sequence is AYAAQGYKVLVLNPSVAA. The MHC is DRB1_0401 with pseudo-sequence DRB1_0401. The binding affinity (normalized) is 0.872. (2) The peptide sequence is TSALIWMASPPEVHS. The MHC is HLA-DPA10301-DPB10402 with pseudo-sequence HLA-DPA10301-DPB10402. The binding affinity (normalized) is 0.144. (3) The peptide sequence is TATAAVGAATGAATA. The MHC is HLA-DPA10201-DPB11401 with pseudo-sequence HLA-DPA10201-DPB11401. The binding affinity (normalized) is 0.131. (4) The peptide sequence is RHNWVNHAVPLAMKLI. The MHC is DRB1_0901 with pseudo-sequence DRB1_0901. The binding affinity (normalized) is 0.677. (5) The peptide sequence is EWEFVNTPPLVKLWY. The binding affinity (normalized) is 0.574. The MHC is HLA-DPA10201-DPB10101 with pseudo-sequence HLA-DPA10201-DPB10101. (6) The peptide sequence is AAATAGTTVGGAFAA. The MHC is HLA-DPA10103-DPB10601 with pseudo-sequence HLA-DPA10103-DPB10601. The binding affinity (normalized) is 0. (7) The peptide sequence is DPWTIYAIGGSSNPT. The MHC is HLA-DPA10201-DPB10101 with pseudo-sequence HLA-DPA10201-DPB10101. The binding affinity (normalized) is 0.204.